This data is from Catalyst prediction with 721,799 reactions and 888 catalyst types from USPTO. The task is: Predict which catalyst facilitates the given reaction. (1) Reactant: CO[C:3](=[O:18])[CH:4]([O:9][C:10]1[CH:15]=[CH:14][CH:13]=[CH:12][C:11]=1[O:16][CH3:17])[C:5]([O:7]C)=O.C[O-].[Na+].Cl.[C:23]([NH2:26])(=[NH:25])[CH3:24]. Product: [CH3:17][O:16][C:11]1[CH:12]=[CH:13][CH:14]=[CH:15][C:10]=1[O:9][C:4]1[C:3]([OH:18])=[N:25][C:23]([CH3:24])=[N:26][C:5]=1[OH:7]. The catalyst class is: 5. (2) Reactant: [F:1][C:2]1[CH:26]=[CH:25][CH:24]=[C:23]([F:27])[C:3]=1[C:4]([NH:6][C:7](=[O:22])[N:8]([C:10]1[CH:15]=[CH:14][C:13]([S:16][C:17]([F:20])([F:19])[F:18])=[CH:12][C:11]=1[F:21])[CH3:9])=[O:5].[H-].[Na+].[C:30](Cl)(=[O:38])[O:31][C:32]1[CH:37]=[CH:36][CH:35]=[CH:34][CH:33]=1. Product: [F:1][C:2]1[CH:26]=[CH:25][CH:24]=[C:23]([F:27])[C:3]=1[C:4]([N:6]([C:30]([O:31][C:32]1[CH:37]=[CH:36][CH:35]=[CH:34][CH:33]=1)=[O:38])[C:7]([N:8]([C:10]1[CH:15]=[CH:14][C:13]([S:16][C:17]([F:20])([F:19])[F:18])=[CH:12][C:11]=1[F:21])[CH3:9])=[O:22])=[O:5]. The catalyst class is: 60. (3) Reactant: [NH2:1][C:2]1[N:7]=[CH:6][C:5]([N:8]2[CH2:13][CH2:12][N:11]([C:14]([O:16][C:17]([CH3:20])([CH3:19])[CH3:18])=[O:15])[CH2:10][C@@H:9]2[CH2:21][CH3:22])=[CH:4][CH:3]=1.Br[C:24]1[C:25](=[O:32])[N:26]([CH3:31])[CH:27]=[C:28]([Br:30])[CH:29]=1.CC1(C)C2C(=C(P(C3C=CC=CC=3)C3C=CC=CC=3)C=CC=2)OC2C(P(C3C=CC=CC=3)C3C=CC=CC=3)=CC=CC1=2.C(=O)([O-])[O-].[Cs+].[Cs+]. Product: [Br:30][C:28]1[CH:29]=[C:24]([NH:1][C:2]2[N:7]=[CH:6][C:5]([N:8]3[CH2:13][CH2:12][N:11]([C:14]([O:16][C:17]([CH3:18])([CH3:20])[CH3:19])=[O:15])[CH2:10][C@@H:9]3[CH2:21][CH3:22])=[CH:4][CH:3]=2)[C:25](=[O:32])[N:26]([CH3:31])[CH:27]=1. The catalyst class is: 102. (4) Reactant: [O:1]=[C:2]1[C:7]2[CH:8]=[C:9]([O:12][CH2:13][CH2:14][CH2:15][CH2:16][CH2:17][C:18]([O:20]C(C)(C)C)=[O:19])[CH:10]=[CH:11][C:6]=2[S:5][C:4]([C:25]2[CH:30]=[CH:29][CH:28]=[CH:27][N:26]=2)=[N:3]1. Product: [O:1]=[C:2]1[C:7]2[CH:8]=[C:9]([O:12][CH2:13][CH2:14][CH2:15][CH2:16][CH2:17][C:18]([OH:20])=[O:19])[CH:10]=[CH:11][C:6]=2[S:5][C:4]([C:25]2[CH:30]=[CH:29][CH:28]=[CH:27][N:26]=2)=[N:3]1. The catalyst class is: 55. (5) Reactant: [OH:1][C:2]1[CH:10]=[CH:9][C:8]([C:11]2[N:12]([C:27]([O:29][C:30]([CH3:33])([CH3:32])[CH3:31])=[O:28])[C:13]3[C:18]([CH:19]=2)=[CH:17][C:16]([CH2:20][N:21]2[CH2:26][CH2:25][CH2:24][CH2:23][CH2:22]2)=[CH:15][CH:14]=3)=[C:7]2[C:3]=1[CH2:4][NH:5][C:6]2=[O:34].C(N(CC)CC)C.[Cl:42][C:43]1[CH:44]=[C:45]([S:50](Cl)(=[O:52])=[O:51])[CH:46]=[CH:47][C:48]=1[CH3:49]. Product: [CH3:49][C:48]1[CH:47]=[CH:46][C:45]([S:50]([O:1][C:2]2[CH:10]=[CH:9][C:8]([C:11]3[N:12]([C:27]([O:29][C:30]([CH3:31])([CH3:33])[CH3:32])=[O:28])[C:13]4[C:18]([CH:19]=3)=[CH:17][C:16]([CH2:20][N:21]3[CH2:26][CH2:25][CH2:24][CH2:23][CH2:22]3)=[CH:15][CH:14]=4)=[C:7]3[C:3]=2[CH2:4][NH:5][C:6]3=[O:34])(=[O:51])=[O:52])=[CH:44][C:43]=1[Cl:42]. The catalyst class is: 10. (6) Reactant: [Cl:1][C:2]1[C:7]([O:8][CH3:9])=[CH:6][C:5]([O:10][CH3:11])=[C:4]([Cl:12])[C:3]=1[NH:13]C(=O)C.CCO.[OH-].[K+]. Product: [Cl:1][C:2]1[C:7]([O:8][CH3:9])=[CH:6][C:5]([O:10][CH3:11])=[C:4]([Cl:12])[C:3]=1[NH2:13]. The catalyst class is: 6. (7) Reactant: [CH:1]([C:3]1[CH:11]=[CH:10][CH:9]=[CH:8][C:4]=1[C:5]([OH:7])=[O:6])=O.C1(P(C2C=CC=CC=2)(C2C=CC=CC=2)=[C:19]([CH3:25])[C:20]([O:22][CH2:23][CH3:24])=[O:21])C=CC=CC=1. Product: [CH2:23]([O:22][C:20]([C:19]([CH3:25])=[CH:1][C:3]1[CH:11]=[CH:10][CH:9]=[CH:8][C:4]=1[C:5]([OH:7])=[O:6])=[O:21])[CH3:24]. The catalyst class is: 9. (8) Reactant: [CH2:1]([OH:5])[CH:2]([OH:4])[CH3:3].[C:6]([Si:10]([CH3:13])([CH3:12])Cl)([CH3:9])([CH3:8])[CH3:7].CCN(C(C)C)C(C)C. Product: [Si:10]([O:5][CH2:1][CH:2]([OH:4])[CH3:3])([C:6]([CH3:9])([CH3:8])[CH3:7])([CH3:13])[CH3:12]. The catalyst class is: 158.